This data is from Forward reaction prediction with 1.9M reactions from USPTO patents (1976-2016). The task is: Predict the product of the given reaction. (1) Given the reactants [CH3:1][C:2]1([CH3:18])[O:7][C:6]2[CH:8]=[CH:9][C:10]3[CH:11]=[CH:12][C:13](=[O:17])[C:14](=[O:16])[C:15]=3[C:5]=2[CH:4]=[CH:3]1.CC(C)([O-:22])C.[K+].O=O.Cl, predict the reaction product. The product is: [OH:17][C:13]1[C:14](=[O:16])[C:15]2[C:5]3[CH:4]=[CH:3][C:2]([CH3:18])([CH3:1])[O:7][C:6]=3[CH:8]=[CH:9][C:10]=2[C:11](=[O:22])[CH:12]=1. (2) The product is: [CH:19]([C:7]1[C:8]([OH:13])=[CH:9][C:10]2[C:5]([CH:6]=1)=[CH:4][C:3]([O:2][CH3:1])=[CH:12][CH:11]=2)([CH3:20])[CH3:22]. Given the reactants [CH3:1][O:2][C:3]1[CH:4]=[C:5]2[C:10](=[CH:11][CH:12]=1)[CH:9]=[C:8]([OH:13])[CH:7]=[CH:6]2.C([SiH]([CH2:19][CH3:20])CC)C.F[C:22](F)(F)C(O)=O, predict the reaction product. (3) The product is: [C:23]([S:25][CH:6]1[CH2:7][N:8]([C:10]2[O:11][CH:12]=[C:13]([C:15]([N:17]3[CH2:18][CH2:19][O:20][CH2:21][CH2:22]3)=[O:16])[N:14]=2)[CH2:9]1)(=[O:26])[CH3:24]. Given the reactants CS(O[CH:6]1[CH2:9][N:8]([C:10]2[O:11][CH:12]=[C:13]([C:15]([N:17]3[CH2:22][CH2:21][O:20][CH2:19][CH2:18]3)=[O:16])[N:14]=2)[CH2:7]1)(=O)=O.[C:23]([O-:26])(=[S:25])[CH3:24].[K+], predict the reaction product.